Dataset: Forward reaction prediction with 1.9M reactions from USPTO patents (1976-2016). Task: Predict the product of the given reaction. (1) Given the reactants [NH2:1][C@H:2]([CH2:33][CH:34]([CH3:36])[CH3:35])[CH2:3][N:4]1[C:9](=[O:10])[C:8]([C:11]2[CH:16]=[CH:15][CH:14]=[C:13]([O:17][CH3:18])[C:12]=2[Cl:19])=[CH:7][N:6]([CH2:20][C:21]2[C:26]([C:27]([F:30])([F:29])[F:28])=[CH:25][CH:24]=[CH:23][C:22]=2[F:31])[C:5]1=[O:32].C([O-])([O-])=O.[K+].[K+].Br[CH2:44][CH2:45][CH2:46][C:47]([O:49][CH2:50][CH3:51])=[O:48], predict the reaction product. The product is: [CH2:50]([O:49][C:47]([CH2:46][CH2:45][CH2:44][NH:1][C@H:2]([CH2:33][CH:34]([CH3:36])[CH3:35])[CH2:3][N:4]1[C:9](=[O:10])[C:8]([C:11]2[CH:16]=[CH:15][CH:14]=[C:13]([O:17][CH3:18])[C:12]=2[Cl:19])=[CH:7][N:6]([CH2:20][C:21]2[C:26]([C:27]([F:28])([F:30])[F:29])=[CH:25][CH:24]=[CH:23][C:22]=2[F:31])[C:5]1=[O:32])=[O:48])[CH3:51]. (2) Given the reactants [NH2:1][C:2]1[CH:10]=[CH:9][C:5]([C:6]([OH:8])=[O:7])=[CH:4][C:3]=1[CH3:11].[OH-].[Na+].Cl[C:15]([O:17][CH2:18][C:19]1[CH:24]=[CH:23][CH:22]=[CH:21][CH:20]=1)=[O:16].C(O)(=O)C, predict the reaction product. The product is: [CH2:18]([O:17][C:15]([NH:1][C:2]1[CH:10]=[CH:9][C:5]([C:6]([OH:8])=[O:7])=[CH:4][C:3]=1[CH3:11])=[O:16])[C:19]1[CH:24]=[CH:23][CH:22]=[CH:21][CH:20]=1. (3) Given the reactants OC1C=CC(CNC(=O)C2C=CC(NC3C4N(C=CN=4)C(C4C=NNC=4)=CN=3)=CC=2)=CC=1.[Br:33][C:34]1[N:39]2[CH:40]=[CH:41][N:42]=[C:38]2[C:37](Br)=[N:36][CH:35]=1.[N:44]1([C:49]2[CH:54]=[CH:53][C:52]([NH2:55])=[CH:51][CH:50]=2)[CH:48]=[CH:47][N:46]=[CH:45]1.CC([O-])(C)C.[Na+].CC1(C)C2C(=C(P(C3C=CC=CC=3)C3C=CC=CC=3)C=CC=2)OC2C(P(C3C=CC=CC=3)C3C=CC=CC=3)=CC=CC1=2, predict the reaction product. The product is: [Br:33][C:34]1[N:39]2[CH:40]=[CH:41][N:42]=[C:38]2[C:37]([NH:55][C:52]2[CH:51]=[CH:50][C:49]([N:44]3[CH:48]=[CH:47][N:46]=[CH:45]3)=[CH:54][CH:53]=2)=[N:36][CH:35]=1. (4) The product is: [C:15]([O:14][C:13]([NH:12][C@@H:4]1[CH2:5][C:6]2[C:11](=[CH:10][CH:9]=[CH:8][CH:7]=2)[C@H:3]1[CH2:2][O:1][CH2:26][C:25]([O:24][C:20]([CH3:23])([CH3:22])[CH3:21])=[O:28])=[O:19])([CH3:16])([CH3:18])[CH3:17]. Given the reactants [OH:1][CH2:2][C@@H:3]1[C:11]2[C:6](=[CH:7][CH:8]=[CH:9][CH:10]=2)[CH2:5][C@H:4]1[NH:12][C:13](=[O:19])[O:14][C:15]([CH3:18])([CH3:17])[CH3:16].[C:20]([O:24][C:25](=[O:28])[CH2:26]Br)([CH3:23])([CH3:22])[CH3:21].[OH-].[Na+].O, predict the reaction product. (5) Given the reactants [H-].[Al+3].[Li+].[H-].[H-].[H-].C([O:9][C:10]([C:12]1[O:16][C:15]([C:17]2[C:25]3[C:20](=[C:21]([O:26][CH3:27])[CH:22]=[CH:23][CH:24]=3)[N:19]([CH2:28][CH:29]3[CH2:34][CH2:33][CH2:32][CH2:31][CH2:30]3)[CH:18]=2)=[N:14][C:13]=1[CH3:35])=O)C.C1(CN2C3C(=CC=CC=3OC)C(C3OC=C(C)N=3)=C2)CCCCC1.O.O.O.O.O.O.O.O.O.O.S([O-])([O-])(=O)=O.[Na+].[Na+], predict the reaction product. The product is: [CH:29]1([CH2:28][N:19]2[C:20]3[C:25](=[CH:24][CH:23]=[CH:22][C:21]=3[O:26][CH3:27])[C:17]([C:15]3[O:16][C:12]([CH2:10][OH:9])=[C:13]([CH3:35])[N:14]=3)=[CH:18]2)[CH2:34][CH2:33][CH2:32][CH2:31][CH2:30]1.